Dataset: Full USPTO retrosynthesis dataset with 1.9M reactions from patents (1976-2016). Task: Predict the reactants needed to synthesize the given product. (1) The reactants are: C([O:4][CH2:5][C:6]1[CH:11]=[C:10]([O:12][CH2:13][CH2:14][CH2:15][S:16]([CH3:19])(=[O:18])=[O:17])[CH:9]=[C:8]([CH3:20])[C:7]=1[C:21]1[CH:26]=[CH:25][CH:24]=[C:23]([CH2:27][O:28][C:29]2[CH:42]=[CH:41][C:32]3[C@H:33]([CH2:36][C:37]([O:39]C)=[O:38])[CH2:34][O:35][C:31]=3[CH:30]=2)[CH:22]=1)(=O)C.CO.[OH-].[Na+].Cl. Given the product [OH:4][CH2:5][C:6]1[CH:11]=[C:10]([O:12][CH2:13][CH2:14][CH2:15][S:16]([CH3:19])(=[O:18])=[O:17])[CH:9]=[C:8]([CH3:20])[C:7]=1[C:21]1[CH:26]=[CH:25][CH:24]=[C:23]([CH2:27][O:28][C:29]2[CH:42]=[CH:41][C:32]3[C@H:33]([CH2:36][C:37]([OH:39])=[O:38])[CH2:34][O:35][C:31]=3[CH:30]=2)[CH:22]=1, predict the reactants needed to synthesize it. (2) Given the product [F:1]/[CH:2]=[CH:3]/[CH:4]1[CH2:9][CH2:8][CH:7]([CH:10]2[CH2:15][CH2:14][CH:13](/[CH:16]=[CH:17]/[CH3:18])[CH2:12][CH2:11]2)[CH2:6][CH2:5]1, predict the reactants needed to synthesize it. The reactants are: [F:1][C:2](F)=[CH:3][CH:4]1[CH2:9][CH2:8][CH:7]([CH:10]2[CH2:15][CH2:14][CH:13](/[CH:16]=[CH:17]/[CH3:18])[CH2:12][CH2:11]2)[CH2:6][CH2:5]1.C1(C)C=CC=CC=1.[H-].[H-].COCCO[Al+]OCCOC.[Na+].Cl. (3) Given the product [O:8]1[CH2:13][CH2:12][CH2:11][CH2:10][CH:9]1[C:14]1[CH:19]=[C:18]([CH3:20])[CH:17]=[CH:16][C:15]=1[OH:21].[P:25], predict the reactants needed to synthesize it. The reactants are: C1(O)C=CC=CC=1.[O:8]1[CH2:13][CH2:12][CH2:11][CH2:10][CH:9]1[C:14]1[CH:19]=[C:18]([CH3:20])[CH:17]=[CH:16][C:15]=1[OH:21].C(N(CC)[P:25](Cl)Cl)C.C(N(CC)CC)C. (4) The reactants are: [C:1]([O:5][C:6](=[O:38])[NH:7][C:8]1([C:12]2[CH:17]=[CH:16][C:15]([C:18]3[C:31]([C:32]4[CH:37]=[CH:36][CH:35]=[CH:34][CH:33]=4)=[CH:30][N:21]4[N:22]=[C:23]5[C:28]([CH:27]=[C:26](Br)[CH:25]=[CH:24]5)=[C:20]4[N:19]=3)=[CH:14][CH:13]=2)[CH2:11][CH2:10][CH2:9]1)([CH3:4])([CH3:3])[CH3:2].[C:39]([C:41]1[CH:42]=[C:43](B(O)O)[CH:44]=[CH:45][CH:46]=1)#[N:40].C(=O)([O-])[O-].[Na+].[Na+]. Given the product [C:1]([O:5][C:6](=[O:38])[NH:7][C:8]1([C:12]2[CH:17]=[CH:16][C:15]([C:18]3[C:31]([C:32]4[CH:37]=[CH:36][CH:35]=[CH:34][CH:33]=4)=[CH:30][N:21]4[N:22]=[C:23]5[C:28]([CH:27]=[C:26]([C:45]6[CH:44]=[CH:43][CH:42]=[C:41]([C:39]#[N:40])[CH:46]=6)[CH:25]=[CH:24]5)=[C:20]4[N:19]=3)=[CH:14][CH:13]=2)[CH2:11][CH2:10][CH2:9]1)([CH3:4])([CH3:3])[CH3:2], predict the reactants needed to synthesize it. (5) Given the product [C:36]([O:44][C:45]1([CH2:23][C:24]2[CH:25]=[C:26]([O:34][CH3:35])[C:27]([O:32][CH3:33])=[C:28]([O:30][CH3:31])[CH:29]=2)[C:53]2[C:48](=[CH:49][CH:50]=[C:51]([CH3:54])[CH:52]=2)[N:47]([CH2:55][CH:56]([CH3:57])[CH3:58])[C:46]1=[O:59])(=[O:43])[C:37]1[CH:38]=[CH:39][CH:40]=[CH:41][CH:42]=1, predict the reactants needed to synthesize it. The reactants are: C(OC1([CH2:23][C:24]2[CH:29]=[C:28]([O:30][CH3:31])[C:27]([O:32][CH3:33])=[C:26]([O:34][CH3:35])[CH:25]=2)C2C(=CC=C(C)C=2)N(CC)C1=O)(=O)C1C=CC=CC=1.[C:36]([O:44][CH:45]1[C:53]2[C:48](=[CH:49][CH:50]=[C:51]([CH3:54])[CH:52]=2)[N:47]([CH2:55][CH:56]([CH3:58])[CH3:57])[C:46]1=[O:59])(=[O:43])[C:37]1[CH:42]=[CH:41][CH:40]=[CH:39][CH:38]=1.